From a dataset of Full USPTO retrosynthesis dataset with 1.9M reactions from patents (1976-2016). Predict the reactants needed to synthesize the given product. (1) Given the product [F:35][CH2:34][CH2:33][O:32][C@H:7]1[CH2:6][N:5]([CH3:3])[CH2:9][C@H:8]1[N:10]1[C:18]2[C:13](=[N:14][C:15]([C:20]3[C:21]([O:29][CH3:30])=[N:22][C:23]([CH:26]([CH3:28])[CH3:27])=[CH:24][CH:25]=3)=[C:16]([CH3:19])[CH:17]=2)[C:12]([CH3:31])=[CH:11]1, predict the reactants needed to synthesize it. The reactants are: CO[C:3]([N:5]1[CH2:9][C@@H:8]([N:10]2[C:18]3[C:13](=[N:14][C:15]([C:20]4[C:21]([O:29][CH3:30])=[N:22][C:23]([CH:26]([CH3:28])[CH3:27])=[CH:24][CH:25]=4)=[C:16]([CH3:19])[CH:17]=3)[C:12]([CH3:31])=[CH:11]2)[C@@H:7]([O:32][CH2:33][CH2:34][F:35])[CH2:6]1)=O.[H-].[H-].[H-].[H-].[Li+].[Al+3]. (2) Given the product [N:10]1([C:11]([O:13][CH2:14][C:15]2[CH:20]=[CH:19][CH:18]=[CH:17][CH:16]=2)=[O:12])[CH2:2][CH2:3][C@@H:4]([C:5]([O:7][CH3:8])=[O:6])[NH:9]1, predict the reactants needed to synthesize it. The reactants are: I[CH2:2][CH2:3][C@H:4]([NH:9][NH:10][C:11]([O:13][CH2:14][C:15]1[CH:20]=[CH:19][CH:18]=[CH:17][CH:16]=1)=[O:12])[C:5]([O:7][CH3:8])=[O:6].C([O-])([O-])=O.[K+].[K+]. (3) Given the product [Cl:1][C:2]1[CH:7]=[CH:6][C:5]([C:8]2[CH2:13][CH2:12][N:11]([C:21]([O:23][C:24]([CH3:27])([CH3:26])[CH3:25])=[O:22])[CH2:10][CH:9]=2)=[CH:4][CH:3]=1, predict the reactants needed to synthesize it. The reactants are: [Cl:1][C:2]1[CH:7]=[CH:6][C:5]([C:8]2[CH2:9][CH2:10][NH:11][CH2:12][CH:13]=2)=[CH:4][CH:3]=1.C(N(CC)CC)C.[C:21](O[C:21]([O:23][C:24]([CH3:27])([CH3:26])[CH3:25])=[O:22])([O:23][C:24]([CH3:27])([CH3:26])[CH3:25])=[O:22]. (4) The reactants are: [Br:1][C:2]1[CH:7]=[CH:6][C:5]([NH:8][C:9](=[O:27])[C:10]2[CH:15]=[CH:14][C:13]([S:16][C:17]3[CH:22]=[CH:21][C:20]([OH:23])=[CH:19][CH:18]=3)=[C:12]([N+:24]([O-])=O)[CH:11]=2)=[CH:4][CH:3]=1.[NH4+].[Cl-]. Given the product [NH2:24][C:12]1[CH:11]=[C:10]([CH:15]=[CH:14][C:13]=1[S:16][C:17]1[CH:22]=[CH:21][C:20]([OH:23])=[CH:19][CH:18]=1)[C:9]([NH:8][C:5]1[CH:6]=[CH:7][C:2]([Br:1])=[CH:3][CH:4]=1)=[O:27], predict the reactants needed to synthesize it. (5) Given the product [NH2:16][C:8]1[CH:9]=[C:10]([C:13](=[O:15])[CH3:14])[CH:11]=[CH:12][C:7]=1[CH:1]1[CH2:6][CH2:5][CH2:4][CH2:3][CH2:2]1, predict the reactants needed to synthesize it. The reactants are: [CH:1]1([C:7]2[CH:12]=[CH:11][C:10]([C:13](=[O:15])[CH3:14])=[CH:9][C:8]=2[N+:16]([O-])=O)[CH2:6][CH2:5][CH2:4][CH2:3][CH2:2]1.